From a dataset of Forward reaction prediction with 1.9M reactions from USPTO patents (1976-2016). Predict the product of the given reaction. (1) Given the reactants Cl[C:2]1[CH:3]=[C:4]([C:9]2[N:13]3[C:14]4[N:22]=[C:21]([O:23][CH3:24])[CH:20]=[CH:19][C:15]=4[N:16]=[C:17]([CH3:18])[C:12]3=[C:11]([CH3:25])[N:10]=2)[CH:5]=[C:6](Cl)[CH:7]=1.[CH2:26]([NH:28][C:29](C1C=C(B(O)O)C=CC=1)=[O:30])[CH3:27].C([O-])([O-])=O.[K+].[K+], predict the reaction product. The product is: [CH2:26]([NH:28][C:29](=[O:30])[C:6]1[CH:7]=[CH:2][CH:3]=[C:4]([C:9]2[N:13]3[C:14]4[N:22]=[C:21]([O:23][CH3:24])[CH:20]=[CH:19][C:15]=4[N:16]=[C:17]([CH3:18])[C:12]3=[C:11]([CH3:25])[N:10]=2)[CH:5]=1)[CH3:27]. (2) Given the reactants C([O:3][C:4](=[O:20])[C@@H:5]([O:18][CH3:19])[CH2:6][C:7]1[CH:12]=[CH:11][C:10]([O:13][CH2:14][C:15]([OH:17])=O)=[CH:9][CH:8]=1)C.[O:21]([C:28]1[CH:33]=[CH:32][C:31]([NH2:34])=[CH:30][CH:29]=1)[C:22]1[CH:27]=[CH:26][CH:25]=[CH:24][CH:23]=1.C(O[C@@H](CC1C=CC(O[C@@H](C(=O)NCCC2C=CC(OC3C=CC=CC=3)=CC=2)C)=CC=1)C(O)=O)C, predict the reaction product. The product is: [CH3:19][O:18][C@@H:5]([CH2:6][C:7]1[CH:8]=[CH:9][C:10]([O:13][CH2:14][C:15](=[O:17])[NH:34][C:31]2[CH:30]=[CH:29][C:28]([O:21][C:22]3[CH:27]=[CH:26][CH:25]=[CH:24][CH:23]=3)=[CH:33][CH:32]=2)=[CH:11][CH:12]=1)[C:4]([OH:3])=[O:20]. (3) Given the reactants [Br:1][C:2]1[CH:3]=[C:4]([NH:10][C:11]2[CH:16]=[C:15]([CH3:17])[CH:14]=[C:13]([CH3:18])[N:12]=2)[C:5]([C:8]#[N:9])=[N:6][CH:7]=1.[OH-:19].[Na+].OO, predict the reaction product. The product is: [Br:1][C:2]1[CH:3]=[C:4]([NH:10][C:11]2[CH:16]=[C:15]([CH3:17])[CH:14]=[C:13]([CH3:18])[N:12]=2)[C:5]([C:8]([NH2:9])=[O:19])=[N:6][CH:7]=1. (4) Given the reactants [CH3:1][N:2]([CH3:14])[C:3]1[CH:4]=[C:5]2[C:10](=[CH:11][CH:12]=1)[C:9](=[O:13])[NH:8][CH2:7][CH2:6]2.[Br:15][C:16]1[CH:26]=[CH:25][CH:24]=[C:23](Br)[C:17]=1[CH2:18][O:19][C:20](=[O:22])[CH3:21].C(=O)([O-])[O-].[K+].[K+].CS(C)=O, predict the reaction product. The product is: [Br:15][C:16]1[CH:26]=[CH:25][CH:24]=[C:23]([N:8]2[CH2:7][CH2:6][C:5]3[C:10](=[CH:11][CH:12]=[C:3]([N:2]([CH3:14])[CH3:1])[CH:4]=3)[C:9]2=[O:13])[C:17]=1[CH2:18][O:19][C:20](=[O:22])[CH3:21]. (5) Given the reactants [F:1][C:2]([F:29])([F:28])[C:3]1[CH:4]=[CH:5][C:6]([CH:9]2[CH2:14][CH:13]([S:15]([C:18]3[CH:23]=[CH:22][CH:21]=[C:20]([C:24]([F:27])([F:26])[F:25])[CH:19]=3)(=[O:17])=[O:16])[CH2:12][CH2:11][O:10]2)=[N:7][CH:8]=1.[Li+].C[Si]([N-][Si](C)(C)C)(C)C.[CH2:40](I)[CH3:41].C#C[C@H](NC(CNC(C1C=CC=C(N=C(N)N)C=1)=O)=O)CC(O)=O, predict the reaction product. The product is: [CH2:40]([C:13]1([S:15]([C:18]2[CH:23]=[CH:22][CH:21]=[C:20]([C:24]([F:27])([F:25])[F:26])[CH:19]=2)(=[O:17])=[O:16])[CH2:12][CH2:11][O:10][CH:9]([C:6]2[CH:5]=[CH:4][C:3]([C:2]([F:1])([F:28])[F:29])=[CH:8][N:7]=2)[CH2:14]1)[CH3:41].